Dataset: SARS-CoV-2 main protease (3CLPro) crystallographic fragment screen with 879 compounds. Task: Binary Classification. Given a drug SMILES string, predict its activity (active/inactive) in a high-throughput screening assay against a specified biological target. (1) The result is 1 (active). The molecule is O=C(CCl)N(c1ccccc1)C1C=CS(=O)(=O)C1. (2) The drug is O=C(CC(F)(F)F)N1CCNCC1. The result is 0 (inactive). (3) The result is 0 (inactive). The drug is Cc1cc(C(=O)NC(C)C)nn1C. (4) The molecule is CC1(C)CCCN1CCN. The result is 0 (inactive). (5) The result is 0 (inactive). The compound is CC[C@@H](C)[C@H](NC(C)=O)C(=O)NCC#CBr.